Regression/Classification. Given a drug SMILES string, predict its absorption, distribution, metabolism, or excretion properties. Task type varies by dataset: regression for continuous measurements (e.g., permeability, clearance, half-life) or binary classification for categorical outcomes (e.g., BBB penetration, CYP inhibition). Dataset: hlm. From a dataset of Human liver microsome stability data. (1) The molecule is Nc1ncccc1-c1nc2ccc(-c3cccnc3)nc2n1-c1ccc(C2(N)CCC2)cc1. The result is 0 (unstable in human liver microsomes). (2) The compound is COc1cccc(CN(CCCN(C)C)C(=O)c2cn(C)c3cc(-c4cn[nH]c4)ccc23)c1. The result is 1 (stable in human liver microsomes). (3) The compound is c1cncc(-c2ccsc2)c1. The result is 0 (unstable in human liver microsomes). (4) The drug is C[C@H]1C[C@H](C(=O)N2CC[C@@]3(S(=O)(=O)c4cccc(F)c4)c4ccc(C(F)(C(F)(F)F)C(F)(F)F)cc4CC[C@@H]23)CC[C@H]1C(=O)O. The result is 0 (unstable in human liver microsomes). (5) The compound is c1cncc(CN2CCN(c3ccc(-c4nc5ccccc5s4)cc3)CC2)c1. The result is 0 (unstable in human liver microsomes). (6) The molecule is O=c1cc(-c2ccc(Cl)cc2Cl)ccn1-c1ccc2c(cnn2CCN2CCCC2)c1. The result is 0 (unstable in human liver microsomes). (7) The compound is COc1ccccc1CNc1ncc(C(=O)NC2CCN(C)CC2)c(NC2CCCC2)n1. The result is 0 (unstable in human liver microsomes).